From a dataset of Forward reaction prediction with 1.9M reactions from USPTO patents (1976-2016). Predict the product of the given reaction. (1) Given the reactants Br[C:2]1[CH:10]=[CH:9][C:8]([F:11])=[C:7]2[C:3]=1[CH2:4][CH2:5][C@H:6]2[O:12][C:13]1[CH:26]=[CH:25][C:16]2[C@H:17]([CH2:20][C:21]([O:23][CH3:24])=[O:22])[CH2:18][O:19][C:15]=2[CH:14]=1.Br[C:28]1[C:41]([CH3:42])=[CH:40][C:31]([C:32]([NH:34][CH2:35][C:36]([OH:39])([CH3:38])[CH3:37])=[O:33])=[CH:30][C:29]=1[CH3:43], predict the reaction product. The product is: [CH3:24][O:23][C:21](=[O:22])[CH2:20][C@H:17]1[C:16]2[CH:25]=[CH:26][C:13]([O:12][C@H:6]3[C:7]4[C:3](=[C:2]([C:28]5[C:41]([CH3:42])=[CH:40][C:31]([C:32](=[O:33])[NH:34][CH2:35][C:36]([OH:39])([CH3:38])[CH3:37])=[CH:30][C:29]=5[CH3:43])[CH:10]=[CH:9][C:8]=4[F:11])[CH2:4][CH2:5]3)=[CH:14][C:15]=2[O:19][CH2:18]1. (2) Given the reactants [ClH:1].CC1C=C(OS(C2C=CC=CC=2S(N2CCN(CC3C=CC=CC=3)CC2)(=O)=O)(=O)=O)C=C(C=1)OCCCO[NH:13][C:14]([NH2:16])=[NH:15].C(OC(N(OCCC[O:66][C:67]1C=C(C)C=[C:69]([O:74][S:75]([C:78]2[CH:83]=[CH:82][CH:81]=[CH:80][C:79]=2[S:84]([N:87]2[CH2:92][CH2:91][N:90]([CH2:93][C:94]3[CH:99]=[CH:98][CH:97]=[CH:96][CH:95]=3)[CH2:89][CH2:88]2)(=[O:86])=[O:85])(=[O:77])=[O:76])[CH:68]=1)C(NC(OC(C)(C)C)=O)=N)=O)(C)(C)C.[C:100](C(=CC1C=CC(O)=CC=1)C(O)=O)#N, predict the reaction product. The product is: [ClH:1].[CH3:100][C:82]1[CH:81]=[CH:80][C:79]([S:84]([N:87]2[CH2:88][CH2:89][N:90]([CH2:93][C:94]3[CH:99]=[CH:98][CH:97]=[CH:96][CH:95]=3)[CH2:91][CH2:92]2)(=[O:85])=[O:86])=[C:78]([S:75]([O:74][CH2:69][CH2:68][CH2:67][O:66][NH:15][C:14]([NH2:16])=[NH:13])(=[O:76])=[O:77])[CH:83]=1. (3) Given the reactants Br[CH2:2][C:3]1[C:8]([C:9]([O:11][C:12]([CH3:15])([CH3:14])[CH3:13])=[O:10])=[C:7]([O:16]C(OC(C)(C)C)=O)[C:6]([C:24]([F:27])([F:26])[F:25])=[CH:5][CH:4]=1.C([CH:31]([C:35]1[S:39][C:38]([C:40]2[CH:45]=[CH:44][C:43]([OH:46])=[CH:42][CH:41]=2)=[N:37][CH:36]=1)[C:32]([O-:34])=[O:33])C=C, predict the reaction product. The product is: [C:12]([O:11][C:9]([C:8]1[C:7]([OH:16])=[C:6]([C:24]([F:25])([F:27])[F:26])[CH:5]=[CH:4][C:3]=1[CH2:2][O:46][C:43]1[CH:42]=[CH:41][C:40]([C:38]2[S:39][C:35]([CH2:31][C:32]([OH:34])=[O:33])=[CH:36][N:37]=2)=[CH:45][CH:44]=1)=[O:10])([CH3:13])([CH3:15])[CH3:14]. (4) Given the reactants S(=O)(=O)(O)O.[CH3:6][O:7][C:8]1[CH:13]=[CH:12][C:11]2[C:14]([CH2:16][CH:17]([CH2:18][C:19]([OH:21])=[O:20])[C:10]=2[CH:9]=1)=[O:15].[CH3:22]O, predict the reaction product. The product is: [CH3:22][O:20][C:19](=[O:21])[CH2:18][CH:17]1[C:10]2[C:11](=[CH:12][CH:13]=[C:8]([O:7][CH3:6])[CH:9]=2)[C:14](=[O:15])[CH2:16]1. (5) The product is: [Cl:12][C:13]1[N:18]=[C:17]([NH:11][C:8]2[CH:7]=[C:6]([CH:1]3[CH2:2][CH2:3][CH2:4][CH2:5]3)[NH:10][N:9]=2)[CH:16]=[C:15]([CH3:20])[N:14]=1. Given the reactants [CH:1]1([C:6]2[NH:10][N:9]=[C:8]([NH2:11])[CH:7]=2)[CH2:5][CH2:4][CH2:3][CH2:2]1.[Cl:12][C:13]1[N:18]=[C:17](Cl)[CH:16]=[C:15]([CH3:20])[N:14]=1.O.CC([O-])=O.[K+], predict the reaction product. (6) Given the reactants Cl[C:2]1[CH:11]=[C:10]2[C:5]([C:6]([N:12]3[CH2:17][CH2:16][N:15]([C:18]([O-:20])=[O:19])[CH2:14][CH2:13]3)=[N:7][CH:8]=[N:9]2)=[CH:4][C:3]=1[C:21]([F:24])([F:23])[F:22].[F:25][C:26]1[CH:31]=[CH:30][CH:29]=[CH:28][C:27]=1B(O)O.C([O-])([O-])=O.[Na+].[Na+], predict the reaction product. The product is: [F:22][C:21]([F:24])([F:23])[C:3]1[CH:4]=[C:5]2[C:10](=[CH:11][C:2]=1[C:27]1[CH:28]=[CH:29][CH:30]=[CH:31][C:26]=1[F:25])[N:9]=[CH:8][N:7]=[C:6]2[N:12]1[CH2:17][CH2:16][N:15]([C:18]([O:20][C:3]([CH3:21])([CH3:4])[CH3:2])=[O:19])[CH2:14][CH2:13]1. (7) Given the reactants C([O:8][C:9]1[C:10](=[O:39])[C:11]([C:28]2[N:32]([C:33]3[CH:38]=[CH:37][CH:36]=[CH:35][CH:34]=3)[N:31]=[CH:30][CH:29]=2)=[N:12][N:13]([C:15]2[CH:20]=[CH:19][C:18]([CH:21]3[CH2:26][CH2:25][O:24][CH2:23][CH2:22]3)=[CH:17][C:16]=2[F:27])[CH:14]=1)C1C=CC=CC=1.Br, predict the reaction product. The product is: [F:27][C:16]1[CH:17]=[C:18]([CH:21]2[CH2:22][CH2:23][O:24][CH2:25][CH2:26]2)[CH:19]=[CH:20][C:15]=1[N:13]1[CH:14]=[C:9]([OH:8])[C:10](=[O:39])[C:11]([C:28]2[N:32]([C:33]3[CH:34]=[CH:35][CH:36]=[CH:37][CH:38]=3)[N:31]=[CH:30][CH:29]=2)=[N:12]1.